This data is from Retrosynthesis with 50K atom-mapped reactions and 10 reaction types from USPTO. The task is: Predict the reactants needed to synthesize the given product. (1) Given the product CCOc1ccc(C(=O)OC)cc1C(N)=O, predict the reactants needed to synthesize it. The reactants are: CCI.COC(=O)c1ccc(O)c(C(N)=O)c1. (2) The reactants are: CCc1nc(C(N)=O)c(Cl)nc1Oc1cccc([N+](=O)[O-])c1.CN1CCN(C2CCN(c3ccc(N)cc3)CC2)CC1. Given the product CCc1nc(C(N)=O)c(Nc2ccc(N3CCC(N4CCN(C)CC4)CC3)cc2)nc1Oc1cccc([N+](=O)[O-])c1, predict the reactants needed to synthesize it.